This data is from NCI-60 drug combinations with 297,098 pairs across 59 cell lines. The task is: Regression. Given two drug SMILES strings and cell line genomic features, predict the synergy score measuring deviation from expected non-interaction effect. (1) Drug 1: CC(CN1CC(=O)NC(=O)C1)N2CC(=O)NC(=O)C2. Drug 2: CC1OCC2C(O1)C(C(C(O2)OC3C4COC(=O)C4C(C5=CC6=C(C=C35)OCO6)C7=CC(=C(C(=C7)OC)O)OC)O)O. Cell line: A549. Synergy scores: CSS=57.6, Synergy_ZIP=-1.06, Synergy_Bliss=-0.311, Synergy_Loewe=7.06, Synergy_HSA=8.51. (2) Drug 1: COC1=C(C=C2C(=C1)N=CN=C2NC3=CC(=C(C=C3)F)Cl)OCCCN4CCOCC4. Drug 2: COC1=CC(=CC(=C1O)OC)C2C3C(COC3=O)C(C4=CC5=C(C=C24)OCO5)OC6C(C(C7C(O6)COC(O7)C8=CC=CS8)O)O. Cell line: NCI-H522. Synergy scores: CSS=47.7, Synergy_ZIP=-1.55, Synergy_Bliss=-1.77, Synergy_Loewe=3.67, Synergy_HSA=5.70. (3) Drug 1: C1=NC2=C(N1)C(=S)N=CN2. Drug 2: CC(C)CN1C=NC2=C1C3=CC=CC=C3N=C2N. Cell line: UACC-257. Synergy scores: CSS=4.81, Synergy_ZIP=-5.85, Synergy_Bliss=-0.435, Synergy_Loewe=-5.68, Synergy_HSA=-3.69. (4) Drug 1: CC12CCC3C(C1CCC2=O)CC(=C)C4=CC(=O)C=CC34C. Drug 2: COC1=C2C(=CC3=C1OC=C3)C=CC(=O)O2. Cell line: MCF7. Synergy scores: CSS=7.91, Synergy_ZIP=0.267, Synergy_Bliss=2.89, Synergy_Loewe=3.13, Synergy_HSA=1.85.